From a dataset of Full USPTO retrosynthesis dataset with 1.9M reactions from patents (1976-2016). Predict the reactants needed to synthesize the given product. (1) Given the product [CH3:1][O:2][C:3]1[CH:4]=[C:5]2[C:9](=[CH:10][CH:11]=1)[N:8]([CH2:12][CH2:13][NH:14][CH3:15])[C:7]([C:16]1[C:17]([CH3:23])=[N:18][N:19]([CH3:22])[C:20]=1[CH3:21])=[C:6]2/[CH:24]=[C:37]1\[O:38][C:34]2[CH:33]=[CH:32][C:31]([NH:30][C:28]([NH:27][CH3:26])=[O:29])=[CH:40][C:35]=2[C:36]\1=[O:39], predict the reactants needed to synthesize it. The reactants are: [CH3:1][O:2][C:3]1[CH:4]=[C:5]2[C:9](=[CH:10][CH:11]=1)[N:8]([CH2:12][CH2:13][NH:14][CH3:15])[C:7]([C:16]1[C:17]([CH3:23])=[N:18][N:19]([CH3:22])[C:20]=1[CH3:21])=[C:6]2[CH:24]=O.[CH3:26][NH:27][C:28]([NH:30][C:31]1[CH:32]=[CH:33][C:34]2[O:38][CH2:37][C:36](=[O:39])[C:35]=2[CH:40]=1)=[O:29].O. (2) Given the product [Br:1][C:2]1[CH:3]=[N:4][C:5]2[C:10]([CH:11]=1)=[CH:9][C:8]([O:12][CH:14]([CH2:26][O:27][CH3:28])[C:15]([NH:17][C:18]([CH3:25])([CH3:24])[C:19]#[C:20][CH2:21][O:22][CH3:23])=[O:16])=[CH:7][CH:6]=2, predict the reactants needed to synthesize it. The reactants are: [Br:1][C:2]1[CH:3]=[N:4][C:5]2[C:10]([CH:11]=1)=[CH:9][C:8]([OH:12])=[CH:7][CH:6]=2.Br[CH:14]([CH2:26][O:27][CH3:28])[C:15]([NH:17][C:18]([CH3:25])([CH3:24])[C:19]#[C:20][CH2:21][O:22][CH3:23])=[O:16]. (3) Given the product [CH3:3][O:4][C:5]1[CH:10]=[CH:9][C:8]([C:15]2[C:23]3[S:22][CH:21]=[CH:20][C:19]=3[CH:18]=[CH:17][CH:16]=2)=[CH:7][CH:6]=1, predict the reactants needed to synthesize it. The reactants are: [F-].[K+].[CH3:3][O:4][C:5]1[CH:10]=[CH:9][C:8](B(O)O)=[CH:7][CH:6]=1.Br[C:15]1[C:23]2[S:22][CH:21]=[CH:20][C:19]=2[CH:18]=[CH:17][CH:16]=1. (4) The reactants are: Br[C:2]1[CH:3]=[C:4]([F:13])[C:5]2[O:9][C:8]([F:11])([F:10])[O:7][C:6]=2[CH:12]=1.C(O[B:18]1[O:22][C:21]([CH3:24])([CH3:23])[C:20]([CH3:26])([CH3:25])[O:19]1)(C)C.[NH4+].[Cl-].Cl. Given the product [CH3:25][C:20]1([CH3:26])[C:21]([CH3:24])([CH3:23])[O:22][B:18]([C:2]2[CH:3]=[C:4]([F:13])[C:5]3[O:9][C:8]([F:11])([F:10])[O:7][C:6]=3[CH:12]=2)[O:19]1, predict the reactants needed to synthesize it. (5) The reactants are: N1C2C=CC=CC=2N=C1C1[CH2:15][CH2:14][N:13]([CH2:16][CH2:17][CH:18]2[O:22][C:21](=[O:23])[C:20]([CH2:26][CH3:27])([CH2:24][CH3:25])[CH2:19]2)[CH2:12][CH2:11]1.[CH:28]([C:31]1[CH:36]=[CH:35][CH:34]=[C:33]([CH:37]([CH3:39])[CH3:38])[C:32]=1[N:40]1CCNCC1)([CH3:30])[CH3:29].N1(C2C=CC=CC=2C#N)CCNCC1.CC1C=CC(S(OCCC2CC3(CCCC3)C(=O)O2)(=O)=O)=CC=1.CC1C=CC(S(OCCC2CC(CC)(CC)C(=O)O2)(=O)=O)=CC=1. Given the product [CH:37]([C:33]1[CH:34]=[CH:35][CH:36]=[C:31]([CH:28]([CH3:30])[CH3:29])[C:32]=1[N:40]1[CH2:11][CH2:12][N:13]([CH2:16][CH2:17][CH:18]2[CH2:19][C:20]3([CH2:24][CH2:25][CH2:27][CH2:26]3)[C:21](=[O:23])[O:22]2)[CH2:14][CH2:15]1)([CH3:39])[CH3:38], predict the reactants needed to synthesize it. (6) Given the product [CH:20]1([C:25]([NH:2][CH2:3][C:4]2[CH:5]=[CH:6][C:7]([B:10]([OH:12])[OH:11])=[CH:8][CH:9]=2)=[O:26])[CH2:24][CH2:23][CH2:22][CH2:21]1, predict the reactants needed to synthesize it. The reactants are: Cl.[NH2:2][CH2:3][C:4]1[CH:9]=[CH:8][C:7]([B:10]([OH:12])[OH:11])=[CH:6][CH:5]=1.C(N(CC)CC)C.[CH:20]1([C:25](Cl)=[O:26])[CH2:24][CH2:23][CH2:22][CH2:21]1.